Dataset: Full USPTO retrosynthesis dataset with 1.9M reactions from patents (1976-2016). Task: Predict the reactants needed to synthesize the given product. (1) Given the product [CH:14]1([C:10]2[N:6]3[C:7](=[O:9])[CH:8]=[C:3]([CH2:2][N:28]([CH2:26][CH3:27])[C:29]4[CH:34]=[CH:33][C:32]([F:35])=[CH:31][CH:30]=4)[N:4]=[C:5]3[S:12][C:11]=2[CH3:13])[CH2:17][CH2:16][CH2:15]1, predict the reactants needed to synthesize it. The reactants are: Cl[CH2:2][C:3]1[N:4]=[C:5]2[S:12][C:11]([CH3:13])=[C:10]([CH:14]3[CH2:17][CH2:16][CH2:15]3)[N:6]2[C:7](=[O:9])[CH:8]=1.[I-].[K+].C(=O)([O-])[O-].[K+].[K+].[CH2:26]([NH:28][C:29]1[CH:34]=[CH:33][C:32]([F:35])=[CH:31][CH:30]=1)[CH3:27]. (2) Given the product [CH3:1][S:2]([C:5]1[CH:6]=[CH:7][C:8]2[C:9]3[N:30]=[CH:29][C:28]([C:35]4[C:36]([CH3:40])=[N:37][NH:38][CH:39]=4)=[CH:27][C:10]=3[N:11]([C@@H:14]([CH:15]3[CH2:20][CH2:19][O:18][CH2:17][CH2:16]3)[C:21]3[CH:26]=[CH:25][CH:24]=[CH:23][CH:22]=3)[C:12]=2[CH:13]=1)(=[O:4])=[O:3], predict the reactants needed to synthesize it. The reactants are: [CH3:1][S:2]([C:5]1[CH:6]=[CH:7][C:8]2[C:9]3[N:30]=[CH:29][C:28](B(O)O)=[CH:27][C:10]=3[N:11]([C@H:14]([C:21]3[CH:26]=[CH:25][CH:24]=[CH:23][CH:22]=3)[CH:15]3[CH2:20][CH2:19][O:18][CH2:17][CH2:16]3)[C:12]=2[CH:13]=1)(=[O:4])=[O:3].Br[C:35]1[C:36]([CH3:40])=[N:37][NH:38][CH:39]=1.C(=O)([O-])[O-].[K+].[K+]. (3) Given the product [F:14][C:13]([F:15])=[C:12]([CH2:27][CH3:28])[C:30]([C:32]1[C:33]([CH3:43])=[CH:34][C:35]([CH3:42])=[C:36]([CH:41]=1)[C:37]([O:39][CH3:40])=[O:38])=[O:31], predict the reactants needed to synthesize it. The reactants are: CC1C=CC(S(O[CH2:12][C:13](F)([F:15])[F:14])(=O)=O)=CC=1.[Li]CCCC.C(B([CH2:27][CH3:28])CC)C.Cl[C:30]([C:32]1[C:33]([CH3:43])=[CH:34][C:35]([CH3:42])=[C:36]([CH:41]=1)[C:37]([O:39][CH3:40])=[O:38])=[O:31].OP(O)(O)=O. (4) Given the product [CH:17]([Si:10]([CH:11]([CH3:13])[CH3:12])([CH:14]([CH3:16])[CH3:15])[C:9]1[C:2]([OH:1])=[C:3]([CH:6]=[C:7]([CH3:20])[CH:8]=1)[CH2:4][OH:5])([CH3:19])[CH3:18], predict the reactants needed to synthesize it. The reactants are: [OH:1][C:2]1[C:9]([Si:10]([CH:17]([CH3:19])[CH3:18])([CH:14]([CH3:16])[CH3:15])[CH:11]([CH3:13])[CH3:12])=[CH:8][C:7]([CH3:20])=[CH:6][C:3]=1[CH:4]=[O:5].[H-].[Al+3].[Li+].[H-].[H-].[H-].Cl.